Regression. Given a peptide amino acid sequence and an MHC pseudo amino acid sequence, predict their binding affinity value. This is MHC class II binding data. From a dataset of Peptide-MHC class II binding affinity with 134,281 pairs from IEDB. (1) The peptide sequence is EAIFSDDKETMFIRN. The MHC is DRB1_0101 with pseudo-sequence DRB1_0101. The binding affinity (normalized) is 0.390. (2) The MHC is DRB1_0701 with pseudo-sequence DRB1_0701. The peptide sequence is EKKIFAATQFEPLAA. The binding affinity (normalized) is 0.598. (3) The peptide sequence is SGIAFGSMAKKGDEQ. The MHC is HLA-DQA10301-DQB10302 with pseudo-sequence HLA-DQA10301-DQB10302. The binding affinity (normalized) is 0.147. (4) The peptide sequence is LDEVYNAAYNAADHA. The MHC is DRB1_1201 with pseudo-sequence DRB1_1201. The binding affinity (normalized) is 0.218. (5) The peptide sequence is AEHQAIISDVLTASD. The MHC is HLA-DQA10301-DQB10302 with pseudo-sequence HLA-DQA10301-DQB10302. The binding affinity (normalized) is 0.204. (6) The peptide sequence is SNNGIKQQGIRYANP. The MHC is HLA-DQA10101-DQB10501 with pseudo-sequence HLA-DQA10101-DQB10501. The binding affinity (normalized) is 0.108. (7) The peptide sequence is GELQIVDKMDAAFKI. The MHC is DRB1_1501 with pseudo-sequence DRB1_1501. The binding affinity (normalized) is 0.375.